From a dataset of NCI-60 drug combinations with 297,098 pairs across 59 cell lines. Regression. Given two drug SMILES strings and cell line genomic features, predict the synergy score measuring deviation from expected non-interaction effect. (1) Drug 1: C1=NC2=C(N=C(N=C2N1C3C(C(C(O3)CO)O)F)Cl)N. Drug 2: CN(C(=O)NC(C=O)C(C(C(CO)O)O)O)N=O. Cell line: MDA-MB-231. Synergy scores: CSS=19.4, Synergy_ZIP=-4.31, Synergy_Bliss=1.70, Synergy_Loewe=-10.9, Synergy_HSA=-0.792. (2) Drug 1: C1=CC(=CC=C1C#N)C(C2=CC=C(C=C2)C#N)N3C=NC=N3. Cell line: OVCAR-4. Drug 2: C(=O)(N)NO. Synergy scores: CSS=3.11, Synergy_ZIP=0.568, Synergy_Bliss=1.73, Synergy_Loewe=2.88, Synergy_HSA=0.664. (3) Drug 1: C1C(C(OC1N2C=C(C(=O)NC2=O)F)CO)O. Drug 2: COC1=NC(=NC2=C1N=CN2C3C(C(C(O3)CO)O)O)N. Cell line: RXF 393. Synergy scores: CSS=2.68, Synergy_ZIP=-1.42, Synergy_Bliss=0.0651, Synergy_Loewe=-1.51, Synergy_HSA=-1.39. (4) Drug 1: CC1=CC=C(C=C1)C2=CC(=NN2C3=CC=C(C=C3)S(=O)(=O)N)C(F)(F)F. Drug 2: CC1C(C(CC(O1)OC2CC(CC3=C2C(=C4C(=C3O)C(=O)C5=CC=CC=C5C4=O)O)(C(=O)C)O)N)O. Cell line: RPMI-8226. Synergy scores: CSS=63.4, Synergy_ZIP=0.581, Synergy_Bliss=-0.267, Synergy_Loewe=1.73, Synergy_HSA=3.46. (5) Drug 1: C1=C(C(=O)NC(=O)N1)N(CCCl)CCCl. Drug 2: C1C(C(OC1N2C=NC3=C2NC=NCC3O)CO)O. Cell line: KM12. Synergy scores: CSS=15.3, Synergy_ZIP=-5.01, Synergy_Bliss=-1.88, Synergy_Loewe=0.454, Synergy_HSA=1.49. (6) Synergy scores: CSS=4.55, Synergy_ZIP=1.13, Synergy_Bliss=4.44, Synergy_Loewe=-1.60, Synergy_HSA=-0.378. Drug 1: CCC1(CC2CC(C3=C(CCN(C2)C1)C4=CC=CC=C4N3)(C5=C(C=C6C(=C5)C78CCN9C7C(C=CC9)(C(C(C8N6C)(C(=O)OC)O)OC(=O)C)CC)OC)C(=O)OC)O.OS(=O)(=O)O. Drug 2: CC1CCC2CC(C(=CC=CC=CC(CC(C(=O)C(C(C(=CC(C(=O)CC(OC(=O)C3CCCCN3C(=O)C(=O)C1(O2)O)C(C)CC4CCC(C(C4)OC)O)C)C)O)OC)C)C)C)OC. Cell line: HCT116.